From a dataset of NCI-60 drug combinations with 297,098 pairs across 59 cell lines. Regression. Given two drug SMILES strings and cell line genomic features, predict the synergy score measuring deviation from expected non-interaction effect. (1) Drug 1: C1C(C(OC1N2C=NC3=C(N=C(N=C32)Cl)N)CO)O. Drug 2: N.N.Cl[Pt+2]Cl. Cell line: MDA-MB-435. Synergy scores: CSS=34.8, Synergy_ZIP=-11.5, Synergy_Bliss=-2.53, Synergy_Loewe=-24.9, Synergy_HSA=0.925. (2) Drug 1: C1=CC(=CC=C1CC(C(=O)O)N)N(CCCl)CCCl.Cl. Drug 2: C1=NNC2=C1C(=O)NC=N2. Cell line: RPMI-8226. Synergy scores: CSS=28.0, Synergy_ZIP=0.179, Synergy_Bliss=11.7, Synergy_Loewe=-17.1, Synergy_HSA=3.63. (3) Drug 1: CC12CCC3C(C1CCC2OP(=O)(O)O)CCC4=C3C=CC(=C4)OC(=O)N(CCCl)CCCl.[Na+]. Drug 2: B(C(CC(C)C)NC(=O)C(CC1=CC=CC=C1)NC(=O)C2=NC=CN=C2)(O)O. Cell line: SR. Synergy scores: CSS=69.5, Synergy_ZIP=2.59, Synergy_Bliss=4.31, Synergy_Loewe=-50.9, Synergy_HSA=3.37.